This data is from Reaction yield outcomes from USPTO patents with 853,638 reactions. The task is: Predict the reaction yield, written as a fraction of the theoretical maximum amount of product (1.0 means a 100% yield; for example, 0.34 means a 34% yield). (1) The reactants are [F:1][C:2]1[CH:7]=[C:6]([F:8])[CH:5]=[CH:4][C:3]=1[C:9]1[N:14]=[C:13]([N:15]2[CH2:20][CH2:19][N:18](C(OC(C)(C)C)=O)[CH2:17][CH2:16]2)[CH:12]=[N:11][CH:10]=1.C(OCC)(=O)C.Cl. The yield is 0.750. The catalyst is C(OCC)(=O)C. The product is [F:1][C:2]1[CH:7]=[C:6]([F:8])[CH:5]=[CH:4][C:3]=1[C:9]1[CH:10]=[N:11][CH:12]=[C:13]([N:15]2[CH2:16][CH2:17][NH:18][CH2:19][CH2:20]2)[N:14]=1. (2) The reactants are P12(SP3(SP(SP(S3)(S1)=S)(=S)S2)=S)=[S:2].[Cl:15][C:16]1[N:20]([CH3:21])[N:19]=[C:18]([CH:22]([F:24])[F:23])[C:17]=1[C:25]([NH:27][C:28]1[C:37]2[CH2:36][CH2:35][C:34]([CH3:39])([CH3:38])[CH2:33][C:32]=2[CH:31]=[CH:30][CH:29]=1)=O. The catalyst is O1CCOCC1. The product is [Cl:15][C:16]1[N:20]([CH3:21])[N:19]=[C:18]([CH:22]([F:24])[F:23])[C:17]=1[C:25](=[S:2])[NH:27][C:28]1[C:37]2[CH2:36][CH2:35][C:34]([CH3:39])([CH3:38])[CH2:33][C:32]=2[CH:31]=[CH:30][CH:29]=1. The yield is 0.940. (3) The catalyst is ClCCl. The product is [C:44]([C:42]1[CH:41]=[CH:40][C:38]2[O:39][CH:34]([C:32]([NH:31][C:16]3[CH:17]=[C:18]([OH:26])[C:19]([CH:21]4[CH2:22][CH2:23][CH2:24][CH2:25]4)=[CH:20][C:15]=3[CH2:14][N:11]3[CH2:12][CH2:13][NH:8][CH2:9][CH2:10]3)=[O:33])[CH2:35][NH:36][C:37]=2[CH:43]=1)#[N:45]. The reactants are C(OC([N:8]1[CH2:13][CH2:12][N:11]([CH2:14][C:15]2[CH:20]=[C:19]([CH:21]3[CH2:25][CH2:24][CH2:23][CH2:22]3)[C:18]([O:26]C(OC)=O)=[CH:17][C:16]=2[NH:31][C:32]([CH:34]2[O:39][C:38]3[CH:40]=[CH:41][C:42]([C:44]#[N:45])=[CH:43][C:37]=3[N:36](C(OCC)=O)[CH2:35]2)=[O:33])[CH2:10][CH2:9]1)=O)(C)(C)C.C(O)(C(F)(F)F)=O. The yield is 0.240.